Dataset: Catalyst prediction with 721,799 reactions and 888 catalyst types from USPTO. Task: Predict which catalyst facilitates the given reaction. (1) Reactant: [Cl:1][C:2]1[CH:11]=[C:10]2[C:5]([C:6]([NH:12][CH2:13][CH2:14][CH2:15][N:16]3[CH2:21][CH2:20][N:19]([CH2:22][CH2:23][CH2:24][NH:25][C:26]4[C:35]5[C:30](=[CH:31][C:32](Cl)=[CH:33]C=5)N=CC=4)[CH2:18][CH2:17]3)=[CH:7][CH:8]=[N:9]2)=[CH:4][CH:3]=1.BrCCCCCCBr.C([O-])([O-])=O.[K+].[K+]. Product: [N:25]1([CH2:24][CH2:23][CH2:22][N:19]2[CH2:20][CH2:21][N:16]([CH2:15][CH2:14][CH2:13][NH:12][C:6]3[C:5]4[C:10](=[CH:11][C:2]([Cl:1])=[CH:3][CH:4]=4)[N:9]=[CH:8][CH:7]=3)[CH2:17][CH2:18]2)[CH2:26][CH2:35][CH2:30][CH2:31][CH2:32][CH2:33]1. The catalyst class is: 3. (2) Reactant: [NH2:1][C:2]1[CH:26]=[C:25]([O:27][C:28]2[CH:33]=[CH:32][CH:31]=[CH:30][CH:29]=2)[CH:24]=[CH:23][C:3]=1[C:4]([NH:6][C:7]1[CH:12]=[CH:11][C:10]([O:13][CH2:14][CH2:15][N:16]2[CH2:20][CH2:19][CH2:18][CH2:17]2)=[C:9]([O:21][CH3:22])[CH:8]=1)=[O:5].[CH2:34](OC(OCC)OCC)C.C1CCN2C(=NCCC2)CC1. Product: [CH3:22][O:21][C:9]1[CH:8]=[C:7]([N:6]2[C:4](=[O:5])[C:3]3[C:2](=[CH:26][C:25]([O:27][C:28]4[CH:29]=[CH:30][CH:31]=[CH:32][CH:33]=4)=[CH:24][CH:23]=3)[N:1]=[CH:34]2)[CH:12]=[CH:11][C:10]=1[O:13][CH2:14][CH2:15][N:16]1[CH2:17][CH2:18][CH2:19][CH2:20]1. The catalyst class is: 26. (3) Reactant: [CH3:1][O:2][CH2:3][CH2:4][O:5][C:6]1[CH:7]=[C:8]([C:19]([O:21]C)=[O:20])[CH:9]=[C:10]([C:12]2[CH:17]=[CH:16][C:15]([CH3:18])=[CH:14][CH:13]=2)[CH:11]=1.[OH-].[Li+].Cl. Product: [CH3:1][O:2][CH2:3][CH2:4][O:5][C:6]1[CH:7]=[C:8]([C:19]([OH:21])=[O:20])[CH:9]=[C:10]([C:12]2[CH:17]=[CH:16][C:15]([CH3:18])=[CH:14][CH:13]=2)[CH:11]=1. The catalyst class is: 7. (4) Reactant: [CH3:1][C:2]([C:4]1[CH:9]=[CH:8][C:7]([NH2:10])=[CH:6][CH:5]=1)=[O:3].C(N(CC)CC)C.Cl[C:19]([O:21][C:22]1[CH:27]=CC([N+]([O-])=O)=CC=1)=[O:20].[C:31](OCC)(=[O:34])[NH:32][NH2:33]. Product: [C:2]([C:4]1[CH:9]=[CH:8][C:7]([NH:10][C:31]([NH:32][NH:33][C:19]([O:21][CH2:22][CH3:27])=[O:20])=[O:34])=[CH:6][CH:5]=1)(=[O:3])[CH3:1]. The catalyst class is: 20. (5) Reactant: [CH3:1][C:2]1[CH:7]=[CH:6][CH:5]=[CH:4][C:3]=1[C:8]1[CH:13]=[CH:12][C:11]([C:14](O)=O)=[CH:10][C:9]=1[C:17]([F:20])([F:19])[F:18].[NH2:21][C:22](=[N:41][OH:42])[C:23]1[CH:32]=[C:31]2[C:26]([CH2:27][CH2:28][N:29]([CH2:33][C:34]([O:36][C:37]([CH3:40])([CH3:39])[CH3:38])=[O:35])[CH2:30]2)=[CH:25][CH:24]=1. Product: [CH3:1][C:2]1[CH:7]=[CH:6][CH:5]=[CH:4][C:3]=1[C:8]1[CH:13]=[CH:12][C:11]([C:14]2[O:42][N:41]=[C:22]([C:23]3[CH:32]=[C:31]4[C:26]([CH2:27][CH2:28][N:29]([CH2:33][C:34]([O:36][C:37]([CH3:38])([CH3:39])[CH3:40])=[O:35])[CH2:30]4)=[CH:25][CH:24]=3)[N:21]=2)=[CH:10][C:9]=1[C:17]([F:18])([F:20])[F:19]. The catalyst class is: 25. (6) Reactant: [CH:1]1([S:4]([C:7]2[CH:12]=[CH:11][C:10]([CH:13]([C:21]3[NH:25][C:24]([C:26]4[N:31]=[CH:30][C:29]([CH:32]=[O:33])=[CH:28][CH:27]=4)=[CH:23][CH:22]=3)[CH2:14][CH:15]3[CH2:20][CH2:19][O:18][CH2:17][CH2:16]3)=[CH:9][CH:8]=2)(=[O:6])=[O:5])[CH2:3][CH2:2]1.[CH3:34][Mg]Br.O. Product: [CH:1]1([S:4]([C:7]2[CH:8]=[CH:9][C:10]([CH:13]([C:21]3[NH:25][C:24]([C:26]4[N:31]=[CH:30][C:29]([CH:32]([OH:33])[CH3:34])=[CH:28][CH:27]=4)=[CH:23][CH:22]=3)[CH2:14][CH:15]3[CH2:16][CH2:17][O:18][CH2:19][CH2:20]3)=[CH:11][CH:12]=2)(=[O:6])=[O:5])[CH2:3][CH2:2]1. The catalyst class is: 7. (7) Reactant: [Cl-].C([O:6][C:7](=[O:94])[CH2:8][C@@H:9]([C:77](=[O:93])[NH:78][C@@H:79]([CH2:87][O:88]C(C)(C)C)[C:80](=[O:86])[O:81]C(C)(C)C)[NH:10][C:11](=[O:76])[CH2:12][NH:13][C:14](=[O:75])[C@H:15]([CH2:51][CH2:52][CH2:53][NH:54][C:55]([NH:57]S(C1C(C)=C(C)C2OC(C)(C)CC=2C=1C)(=O)=O)=[NH:56])[NH:16][C:17](=[O:50])[CH2:18][CH2:19][C:20](=[O:49])[O:21][CH2:22][O:23][C:24]1[CH:29]=[C:28]([N:30]2[CH2:35][CH2:34][O:33][CH2:32][CH2:31]2)[O+:27]=[C:26]2[C:36]([C:39]3[CH:48]=[CH:47][C:42]4[O:43][CH2:44][CH2:45][O:46][C:41]=4[CH:40]=3)=[CH:37][S:38][C:25]=12)(C)(C)C.O.C([SiH](C(C)C)C(C)C)(C)C.[F:106][C:107]([F:112])([F:111])[C:108]([OH:110])=[O:109]. Product: [F:106][C:107]([F:112])([F:111])[C:108]([O-:110])=[O:109].[C:80]([C@H:79]([CH2:87][OH:88])[NH:78][C:77](=[O:93])[C@H:9]([CH2:8][C:7]([OH:94])=[O:6])[NH:10][C:11](=[O:76])[CH2:12][NH:13][C:14](=[O:75])[C@H:15]([CH2:51][CH2:52][CH2:53][NH:54][C:55]([NH2:57])=[NH:56])[NH:16][C:17](=[O:50])[CH2:18][CH2:19][C:20](=[O:49])[O:21][CH2:22][O:23][C:24]1[CH:29]=[C:28]([N:30]2[CH2:31][CH2:32][O:33][CH2:34][CH2:35]2)[O+:27]=[C:26]2[C:36]([C:39]3[CH:48]=[CH:47][C:42]4[O:43][CH2:44][CH2:45][O:46][C:41]=4[CH:40]=3)=[CH:37][S:38][C:25]=12)([OH:86])=[O:81]. The catalyst class is: 27. (8) Reactant: Cl[C:2]1[N:7]=[C:6]2[N:8]=[C:9]([CH2:18][N:19]3[C:23]4[CH:24]=[N:25][CH:26]=[CH:27][C:22]=4[N:21]([CH:28]4[CH2:30][CH2:29]4)[C:20]3=[O:31])[N:10]([CH2:11][CH2:12][CH2:13][C:14]([F:17])([F:16])[F:15])[C:5]2=[CH:4][CH:3]=1. Product: [CH:28]1([N:21]2[C:22]3[CH:27]=[CH:26][N:25]=[CH:24][C:23]=3[N:19]([CH2:18][C:9]3[N:10]([CH2:11][CH2:12][CH2:13][C:14]([F:15])([F:17])[F:16])[C:5]4[C:6]([N:8]=3)=[N:7][CH:2]=[CH:3][CH:4]=4)[C:20]2=[O:31])[CH2:30][CH2:29]1. The catalyst class is: 45. (9) Reactant: [Cl:1][C:2]1[C:3]([F:28])=[C:4]([CH:8]2[C:12]([C:15]3[CH:20]=[CH:19][C:18]([Cl:21])=[CH:17][C:16]=3[F:22])([C:13]#[N:14])[CH:11]([CH2:23][C:24]([CH3:27])([CH3:26])[CH3:25])[CH2:10][NH:9]2)[CH:5]=[CH:6][CH:7]=1.[Cl:29][C:30]1[CH:35]=[CH:34][C:33]([N:36]=[C:37]=[O:38])=[CH:32][CH:31]=1. Product: [Cl:29][C:30]1[CH:35]=[CH:34][C:33]([NH:36][C:37]([N:9]2[CH2:10][CH:11]([CH2:23][C:24]([CH3:25])([CH3:27])[CH3:26])[C:12]([C:15]3[CH:20]=[CH:19][C:18]([Cl:21])=[CH:17][C:16]=3[F:22])([C:13]#[N:14])[CH:8]2[C:4]2[CH:5]=[CH:6][CH:7]=[C:2]([Cl:1])[C:3]=2[F:28])=[O:38])=[CH:32][CH:31]=1. The catalyst class is: 2. (10) Reactant: Br[CH2:2][C:3]([C:5]1[CH:10]=[CH:9][CH:8]=[CH:7][C:6]=1[C:11]([F:14])([F:13])[F:12])=O.[CH3:15][O:16][C:17](=[O:25])[CH2:18][CH2:19][CH2:20][CH2:21][C:22](=[O:24])[NH2:23]. Product: [CH3:15][O:16][C:17](=[O:25])[CH2:18][CH2:19][CH2:20][CH2:21][C:22]1[O:24][CH:2]=[C:3]([C:5]2[CH:10]=[CH:9][CH:8]=[CH:7][C:6]=2[C:11]([F:14])([F:13])[F:12])[N:23]=1. The catalyst class is: 6.